Dataset: Full USPTO retrosynthesis dataset with 1.9M reactions from patents (1976-2016). Task: Predict the reactants needed to synthesize the given product. (1) Given the product [Si:3]([O-:6])([O-:1])([O-:5])[O-:4].[Na+:2].[Na+:2].[Na+:2].[Na+:2], predict the reactants needed to synthesize it. The reactants are: [OH-:1].[Na+:2].[Si:3](=[O:5])=[O:4].[OH2:6]. (2) Given the product [CH3:33][N:34]([CH2:35][CH2:36][C:37]1[CH:42]=[CH:41][CH:40]=[CH:39][CH:38]=1)[C:19]([C:17]1[S:18][C:14]([CH2:13][N:9]2[CH2:8][C:7](=[O:22])[N:6]([CH2:5][C:4]3[CH:23]=[CH:24][C:25]([O:27][CH3:28])=[CH:26][C:3]=3[O:2][CH3:1])[S:10]2(=[O:12])=[O:11])=[CH:15][CH:16]=1)=[O:20], predict the reactants needed to synthesize it. The reactants are: [CH3:1][O:2][C:3]1[CH:26]=[C:25]([O:27][CH3:28])[CH:24]=[CH:23][C:4]=1[CH2:5][N:6]1[S:10](=[O:12])(=[O:11])[N:9]([CH2:13][C:14]2[S:18][C:17]([C:19](O)=[O:20])=[CH:16][CH:15]=2)[CH2:8][C:7]1=[O:22].O=S(Cl)Cl.[CH3:33][NH:34][CH2:35][CH2:36][C:37]1[CH:42]=[CH:41][CH:40]=[CH:39][CH:38]=1.C(N(CC)CC)C. (3) Given the product [CH3:34][O:33][C:29]1[CH:28]=[C:27]([CH:32]=[CH:31][CH:30]=1)[CH2:26][CH2:25][N:2]([CH2:3][CH2:4][N:5]1[C:11]2[CH:12]=[CH:13][CH:14]=[CH:15][C:10]=2[CH2:9][O:8][C:7]2[CH:16]=[CH:17][CH:18]=[CH:19][C:6]1=2)[CH3:1], predict the reactants needed to synthesize it. The reactants are: [CH3:1][NH:2][CH2:3][CH2:4][N:5]1[C:11]2[CH:12]=[CH:13][CH:14]=[CH:15][C:10]=2[CH2:9][O:8][C:7]2[CH:16]=[CH:17][CH:18]=[CH:19][C:6]1=2.S(O[CH2:25][CH2:26][C:27]1[CH:32]=[CH:31][CH:30]=[C:29]([O:33][CH3:34])[CH:28]=1)(=O)(=O)C.C(=O)([O-])[O-].[Na+].[Na+].[I-].[Na+]. (4) Given the product [O:9]1[C:5]2[CH:4]=[C:3]([S:11][C:12]3[NH:13][C:14]4[C:19]([N:20]=3)=[C:18]([NH2:21])[N:17]=[CH:16][N:15]=4)[CH:2]=[CH:10][C:6]=2[CH2:7][CH2:8]1, predict the reactants needed to synthesize it. The reactants are: I[C:2]1[C:3]([S:11][C:12]2[NH:13][C:14]3[C:19]([N:20]=2)=[C:18]([NH2:21])[N:17]=[CH:16][N:15]=3)=[CH:4][C:5]2[O:9][CH2:8][CH2:7][C:6]=2[CH:10]=1.C(O)(C(F)(F)F)=O.C1C(=O)N(I)C(=O)C1.